This data is from Full USPTO retrosynthesis dataset with 1.9M reactions from patents (1976-2016). The task is: Predict the reactants needed to synthesize the given product. (1) Given the product [Cl:1][C:2]1[C:7]([F:8])=[C:6]([C:9]2[CH:14]=[CH:13][N:12]=[CH:11][C:10]=2[N:15]([CH3:16])[C:22](=[O:23])[C:21]2[CH:20]=[C:19]([C:18]([F:33])([F:32])[F:17])[CH:27]=[C:26]([C:28]([F:31])([F:30])[F:29])[CH:25]=2)[CH:5]=[CH:4][N:3]=1, predict the reactants needed to synthesize it. The reactants are: [Cl:1][C:2]1[C:7]([F:8])=[C:6]([C:9]2[CH:14]=[CH:13][N:12]=[CH:11][C:10]=2[NH:15][CH3:16])[CH:5]=[CH:4][N:3]=1.[F:17][C:18]([F:33])([F:32])[C:19]1[CH:20]=[C:21]([CH:25]=[C:26]([C:28]([F:31])([F:30])[F:29])[CH:27]=1)[C:22](Cl)=[O:23]. (2) Given the product [C:13]([O:17][C:18]([N:20]1[CH2:25][CH2:24][CH:23]([C:2]2[CH:8]=[C:7]([C:9]([F:12])([F:11])[F:10])[CH:6]=[CH:5][C:3]=2[NH2:4])[CH2:22][CH2:21]1)=[O:19])([CH3:16])([CH3:14])[CH3:15], predict the reactants needed to synthesize it. The reactants are: Br[C:2]1[CH:8]=[C:7]([C:9]([F:12])([F:11])[F:10])[CH:6]=[CH:5][C:3]=1[NH2:4].[C:13]([O:17][C:18]([N:20]1[CH2:25][CH:24]=[C:23](B2OC(C)(C)C(C)(C)O2)[CH2:22][CH2:21]1)=[O:19])([CH3:16])([CH3:15])[CH3:14].